From a dataset of NCI-60 drug combinations with 297,098 pairs across 59 cell lines. Regression. Given two drug SMILES strings and cell line genomic features, predict the synergy score measuring deviation from expected non-interaction effect. (1) Synergy scores: CSS=-4.29, Synergy_ZIP=1.86, Synergy_Bliss=-1.98, Synergy_Loewe=-7.62, Synergy_HSA=-7.21. Drug 2: C1=NNC2=C1C(=O)NC=N2. Cell line: BT-549. Drug 1: CC1=C(C=C(C=C1)NC(=O)C2=CC=C(C=C2)CN3CCN(CC3)C)NC4=NC=CC(=N4)C5=CN=CC=C5. (2) Drug 1: C1CCC(CC1)NC(=O)N(CCCl)N=O. Drug 2: C1C(C(OC1N2C=NC(=NC2=O)N)CO)O. Cell line: HCC-2998. Synergy scores: CSS=16.8, Synergy_ZIP=-7.55, Synergy_Bliss=-2.41, Synergy_Loewe=-11.1, Synergy_HSA=-1.61.